From a dataset of Full USPTO retrosynthesis dataset with 1.9M reactions from patents (1976-2016). Predict the reactants needed to synthesize the given product. Given the product [CH3:1][C@@H:2]1[O:7][C@@H:6]([O:8][CH2:9][C@H:10]2[O:15][C@@H:14]([O:16][C:17]3[CH:18]=[C:19]([OH:38])[C:20]4[C:21](=[O:22])[CH2:23][C@@H:24]([C:28]5[CH:33]=[CH:32][C:31]([O:34][CH3:35])=[C:30]([OH:36])[CH:29]=5)[O:25][C:26]=4[CH:27]=3)[C@H:13]([OH:39])[C@@H:12]([OH:40])[C@@H:11]2[OH:41])[C@H:5]([OH:42])[C@H:4]([OH:43])[C@H:3]1[OH:44].[CH3:1][C@@H:2]1[O:7][C@@H:6]([O:8][CH2:9][C@H:10]2[O:15][C@@H:14]([O:16][C:17]3[CH:27]=[C:26]4[C:20]([C:21]([CH2:23][C@@H:24]([C:28]5[CH:33]=[CH:32][C:31]([O:34][CH3:35])=[C:30]([O:36][CH3:37])[CH:29]=5)[O:25]4)=[O:22])=[C:19]([OH:38])[CH:18]=3)[C@@H:13]([OH:39])[C@@H:12]([OH:40])[C@@H:11]2[OH:41])[C@H:5]([OH:42])[C@H:4]([OH:43])[C@H:3]1[OH:44], predict the reactants needed to synthesize it. The reactants are: [CH3:1][C@@H:2]1[O:7][C@@H:6]([O:8][CH2:9][C@H:10]2[O:15][C@@H:14]([O:16][C:17]3[CH:27]=[C:26]4[C:20]([C:21]([CH2:23][C@@H:24]([C:28]5[CH:33]=[CH:32][C:31]([O:34][CH3:35])=[C:30]([O:36][CH3:37])[CH:29]=5)[O:25]4)=[O:22])=[C:19]([OH:38])[CH:18]=3)[C@@H:13]([OH:39])[C@@H:12]([OH:40])[C@@H:11]2[OH:41])[C@H:5]([OH:42])[C@H:4]([OH:43])[C@H:3]1[OH:44].C1C2C(=CC(O)=CC=2O)O[C@H](C2C=C(O)C(O)=C(O)C=2)[C@@H]1OC(C1C=C(O)C(O)=C(O)C=1)=O.